From a dataset of Full USPTO retrosynthesis dataset with 1.9M reactions from patents (1976-2016). Predict the reactants needed to synthesize the given product. Given the product [F:26][C:27]1[N:32]=[CH:31][C:30]([CH:33]([NH:34][C:35]2[CH:40]=[C:39]([O:41][CH3:42])[CH:38]=[C:37]([CH2:43][OH:44])[CH:36]=2)[C:8]([C:10]2[C:18]3[C:13](=[CH:14][CH:15]=[CH:16][CH:17]=3)[NH:12][CH:11]=2)=[O:9])=[CH:29][CH:28]=1, predict the reactants needed to synthesize it. The reactants are: C(N(CC)CC)C.[CH:8]([C:10]1[C:18]2[C:13](=[CH:14][CH:15]=[CH:16][CH:17]=2)[N:12](C(OC(C)(C)C)=O)[CH:11]=1)=[O:9].[F:26][C:27]1[N:32]=[CH:31][C:30]([CH:33]=[N:34][C:35]2[CH:36]=[C:37]([CH2:43][OH:44])[CH:38]=[C:39]([O:41][CH3:42])[CH:40]=2)=[CH:29][CH:28]=1.